This data is from Full USPTO retrosynthesis dataset with 1.9M reactions from patents (1976-2016). The task is: Predict the reactants needed to synthesize the given product. (1) Given the product [Cl:1][C:2]1[CH:7]=[C:6]([C:8]2[CH:13]=[N:12][CH:11]=[C:10]([CH3:14])[N:9]=2)[CH:5]=[CH:4][C:3]=1[C:15]1[C:27](=[O:28])[N:26]([CH2:29][CH2:30][O:31][CH:32]2[CH2:35][N:34]([C:36]([O:38][C:39]([CH3:42])([CH3:41])[CH3:40])=[O:37])[CH2:33]2)[C:18]2[N:19]=[C:20]([NH:45][CH2:44][CH3:43])[N:21]=[CH:22][C:17]=2[CH:16]=1, predict the reactants needed to synthesize it. The reactants are: [Cl:1][C:2]1[CH:7]=[C:6]([C:8]2[CH:13]=[N:12][CH:11]=[C:10]([CH3:14])[N:9]=2)[CH:5]=[CH:4][C:3]=1[C:15]1[C:27](=[O:28])[N:26]([CH2:29][CH2:30][O:31][CH:32]2[CH2:35][N:34]([C:36]([O:38][C:39]([CH3:42])([CH3:41])[CH3:40])=[O:37])[CH2:33]2)[C:18]2[N:19]=[C:20](S(C)=O)[N:21]=[CH:22][C:17]=2[CH:16]=1.[CH3:43][CH2:44][N:45](C(C)C)C(C)C.Cl.C(N)C. (2) Given the product [ClH:6].[Cl:7][C:8]1[C:9]([N:14]2[CH2:15][CH2:16][N:17]([CH2:20][C:21]3[CH:22]=[N:23][N:24]([CH3:27])[C:25]=3[CH3:26])[CH2:18][CH2:19]2)=[N:10][CH:11]=[CH:12][N:13]=1, predict the reactants needed to synthesize it. The reactants are: CO.C([Cl:6])(=O)C.[Cl:7][C:8]1[C:9]([N:14]2[CH2:19][CH2:18][N:17]([CH2:20][C:21]3[CH:22]=[N:23][N:24]([CH3:27])[C:25]=3[CH3:26])[CH2:16][CH2:15]2)=[N:10][CH:11]=[CH:12][N:13]=1.Cl. (3) Given the product [NH2:2][C:1]1[N:20]([CH:15]2[CH2:19][CH2:18][CH2:17][CH2:16]2)[N:21]=[C:9]([CH3:10])[C:3]=1[C:4]([O:6][CH2:7][CH3:8])=[O:5], predict the reactants needed to synthesize it. The reactants are: [C:1](/[C:3](=[C:9](\OCC)/[CH3:10])/[C:4]([O:6][CH2:7][CH3:8])=[O:5])#[N:2].Cl.[CH:15]1([NH:20][NH2:21])[CH2:19][CH2:18][CH2:17][CH2:16]1.CCN(CC)CC.